From a dataset of NCI-60 drug combinations with 297,098 pairs across 59 cell lines. Regression. Given two drug SMILES strings and cell line genomic features, predict the synergy score measuring deviation from expected non-interaction effect. Drug 1: CC(C)NC(=O)C1=CC=C(C=C1)CNNC.Cl. Drug 2: C1C(C(OC1N2C=NC3=C2NC=NCC3O)CO)O. Cell line: NCI-H226. Synergy scores: CSS=-2.71, Synergy_ZIP=-1.36, Synergy_Bliss=-6.27, Synergy_Loewe=-5.81, Synergy_HSA=-6.41.